The task is: Predict the reaction yield, written as a fraction of the theoretical maximum amount of product (1.0 means a 100% yield; for example, 0.34 means a 34% yield).. This data is from Reaction yield outcomes from USPTO patents with 853,638 reactions. (1) The reactants are [O:1]=[C:2]1[NH:7][N:6]=[C:5]2[CH2:8][CH2:9][N:10]([C:11]([O:13][CH2:14][C:15]3[CH:20]=[CH:19][CH:18]=[CH:17][CH:16]=3)=[O:12])[CH:4]2[CH2:3]1.O. The catalyst is C(#N)C.[Cu](Cl)Cl. The product is [O:1]=[C:2]1[NH:7][N:6]=[C:5]2[CH2:8][CH2:9][N:10]([C:11]([O:13][CH2:14][C:15]3[CH:20]=[CH:19][CH:18]=[CH:17][CH:16]=3)=[O:12])[C:4]2=[CH:3]1. The yield is 0.570. (2) The reactants are [Cl:1][C:2]1[CH:7]=[CH:6][CH:5]=[C:4]([Cl:8])[C:3]=1[C:9]1[C:13]([CH2:14][OH:15])=[C:12]([CH:16]([CH3:18])[CH3:17])[O:11][N:10]=1. The catalyst is ClCCl. The product is [Cl:8][C:4]1[CH:5]=[CH:6][CH:7]=[C:2]([Cl:1])[C:3]=1[C:9]1[C:13]([CH:14]=[O:15])=[C:12]([CH:16]([CH3:18])[CH3:17])[O:11][N:10]=1. The yield is 0.940.